Dataset: Experimentally validated miRNA-target interactions with 360,000+ pairs, plus equal number of negative samples. Task: Binary Classification. Given a miRNA mature sequence and a target amino acid sequence, predict their likelihood of interaction. (1) The protein sequence of the target gene is MEYMAESTDRSPGHILCCECGVPISPNPANICVACLRSKVDISQGIPKQVSISFCKQCQRYFQPPGTWIQCALESRELLALCLKKIKAPLSKVRLVDAGFVWTEPHSKRLKVKLTIQKEVMNGAILQQVFVVDYVVQSQMCGDCHRVEAKDFWKAVIQVRQKTLHKKTFYYLEQLILKYGMHQNTLRIKEIHDGLDFYYSSKQHAQKMVEFLQCTVPCRYKASQRLISQDIHSNTYNYKSTFSVEIVPICKDNVVCLSPKLAQSLGNMNQICVCIRVTSAIHLIDPNTLQVADIDGSTFW.... The miRNA is hsa-miR-26b-5p with sequence UUCAAGUAAUUCAGGAUAGGU. Result: 1 (interaction). (2) The miRNA is hsa-miR-6772-5p with sequence UGGGUGUAGGCUGGAGCUGAGG. The protein sequence of the target gene is MASGLGSPSPCSAGSEEEDMDALLNNSLPPPHPENEEDPDEDLSEAETPKLKKKKKPKKPRDPKIPKSKRQKKELGDSSGEGPEFVEEEEEVALRSDSEGSDYTPGKKKKKKLGPKKEKKSKSKRKEEEEEEDEDDDSKEPKSSAQLLEDWGMEDIDHVFSEEDYRTLTNYKAFSQFVRPLIAAKNPKIAVSKMMMVLGAKWREFSTNNPFKGSSGASVAAAAAAAVAVVESMVTATEVAPPPPPVEVPIRKAKTKEGKGPNARRKPKGSPRVPDAKKPKPKKVAPLKIKLGGFGSKRKR.... Result: 0 (no interaction).